Dataset: Forward reaction prediction with 1.9M reactions from USPTO patents (1976-2016). Task: Predict the product of the given reaction. (1) Given the reactants [CH2:1]([C:4]1[CH:5]=[C:6]([CH:9]=[CH:10][C:11]=1[OH:12])[C:7]#[N:8])[CH:2]=[CH2:3].[CH2:13](Br)[C:14]1[CH:19]=[CH:18][CH:17]=[CH:16][CH:15]=1.C(=O)([O-])[O-].[K+].[K+], predict the reaction product. The product is: [CH2:1]([C:4]1[CH:5]=[C:6]([CH:9]=[CH:10][C:11]=1[O:12][CH2:13][C:14]1[CH:19]=[CH:18][CH:17]=[CH:16][CH:15]=1)[C:7]#[N:8])[CH:2]=[CH2:3]. (2) Given the reactants [CH3:1][O:2][CH:3]1[CH2:10][CH:9]2[CH:5]([CH2:6][CH:7]([N:11]=[N+]=[N-])[CH2:8]2)[CH2:4]1, predict the reaction product. The product is: [CH3:1][O:2][CH:3]1[CH2:10][CH:9]2[CH:5]([CH2:6][CH:7]([NH2:11])[CH2:8]2)[CH2:4]1. (3) Given the reactants Br[C:2]1[CH:7]=[CH:6][C:5]([C:8]2[O:12][N:11]=[C:10]([CH3:13])[C:9]=2[CH2:14][O:15][C:16](=[O:26])[NH:17][C@H:18]([C:20]2C=CC=CC=2)C)=[CH:4][CH:3]=1.[CH2:27]([O:29][C:30]([C:32]1([C:35]2[CH:40]=[CH:39][C:38](B3OC(C)(C)C(C)(C)O3)=[CH:37][CH:36]=2)[CH2:34][CH2:33]1)=[O:31])[CH3:28], predict the reaction product. The product is: [CH2:27]([O:29][C:30]([C:32]1([C:35]2[CH:36]=[CH:37][C:38]([C:2]3[CH:3]=[CH:4][C:5]([C:8]4[O:12][N:11]=[C:10]([CH3:13])[C:9]=4[C@@H:14]([O:15][C:16](=[O:26])[NH:17][CH2:18][CH3:20])[C:2]4[CH:7]=[CH:6][CH:5]=[CH:4][CH:3]=4)=[CH:6][CH:7]=3)=[CH:39][CH:40]=2)[CH2:33][CH2:34]1)=[O:31])[CH3:28].